This data is from Reaction yield outcomes from USPTO patents with 853,638 reactions. The task is: Predict the reaction yield, written as a fraction of the theoretical maximum amount of product (1.0 means a 100% yield; for example, 0.34 means a 34% yield). The reactants are [CH:1]([C:3]1[CH:8]=[CH:7][C:6]([C:9]2[C:10]([C:15]#[N:16])=[CH:11][CH:12]=[CH:13][CH:14]=2)=[CH:5][C:4]=1[C:17]([F:20])([F:19])[F:18])=[O:2].[BH4-].[Na+]. The catalyst is CO. The product is [OH:2][CH2:1][C:3]1[CH:8]=[CH:7][C:6]([C:9]2[C:10]([C:15]#[N:16])=[CH:11][CH:12]=[CH:13][CH:14]=2)=[CH:5][C:4]=1[C:17]([F:18])([F:19])[F:20]. The yield is 0.950.